From a dataset of Full USPTO retrosynthesis dataset with 1.9M reactions from patents (1976-2016). Predict the reactants needed to synthesize the given product. (1) Given the product [Cl:3][CH:16]1[C:17]2[C:22](=[CH:21][CH:20]=[CH:19][CH:18]=2)[CH:14]([C:12]2[CH:11]=[CH:10][C:9]3[O:5][CH2:6][O:7][C:8]=3[CH:13]=2)[CH2:15]1, predict the reactants needed to synthesize it. The reactants are: S(Cl)([Cl:3])=O.[O:5]1[C:9]2[CH:10]=[CH:11][C:12]([C@@H:14]3[C:22]4[C:17](=[CH:18][CH:19]=[CH:20][CH:21]=4)[C@H:16](O)[CH2:15]3)=[CH:13][C:8]=2[O:7][CH2:6]1. (2) Given the product [F:1][C:2]([F:14])([F:15])[C:3]1[CH:4]=[CH:5][C:6]([CH:9]=[CH:10][CH2:11][OH:12])=[CH:7][CH:8]=1, predict the reactants needed to synthesize it. The reactants are: [F:1][C:2]([F:15])([F:14])[C:3]1[CH:8]=[CH:7][C:6]([CH:9]=[CH:10][C:11](O)=[O:12])=[CH:5][CH:4]=1.S(=O)(=O)(O)O. (3) Given the product [N:25]1[N:29]2[CH:30]=[CH:31][CH:32]=[N:33][C:28]2=[C:27]([C:34]2[N:35]=[CH:36][C:37]3[NH:3][C:6](=[O:15])[N:43]([CH:44]4[CH2:49][CH2:48][O:47][CH2:46][CH2:45]4)[C:41]=3[CH:42]=2)[CH:26]=1, predict the reactants needed to synthesize it. The reactants are: C([N:3]([CH2:6]C)CC)C.C1(P(N=[N+]=[N-])(C2C=CC=CC=2)=[O:15])C=CC=CC=1.[N:25]1[N:29]2[CH:30]=[CH:31][CH:32]=[N:33][C:28]2=[C:27]([C:34]2[CH:42]=[C:41]([NH:43][CH:44]3[CH2:49][CH2:48][O:47][CH2:46][CH2:45]3)[C:37](C(O)=O)=[CH:36][N:35]=2)[CH:26]=1. (4) The reactants are: [CH2:1]([N:7]=[C:8]=[O:9])[CH2:2][CH2:3][CH2:4][CH2:5][CH3:6].Cl.[CH2:11]([NH2:18])[C:12]1[CH:17]=[CH:16][CH:15]=[CH:14][CH:13]=1.C(N(C(C)C)CC)(C)C. Given the product [CH2:1]([NH:7][C:8]([NH:18][CH2:11][C:12]1[CH:17]=[CH:16][CH:15]=[CH:14][CH:13]=1)=[O:9])[CH2:2][CH2:3][CH2:4][CH2:5][CH3:6], predict the reactants needed to synthesize it. (5) The reactants are: [C:1]([O:5][C:6]([N:8]1[CH2:13][C@H:12]([CH2:14]O)[N:11]([CH2:16][C:17]2[CH:22]=[CH:21][CH:20]=[CH:19][CH:18]=2)[CH2:10][C@H:9]1[CH3:23])=[O:7])([CH3:4])([CH3:3])[CH3:2].C(N(CC)CC)C.CS(Cl)(=O)=O.[NH:36]1[CH:40]=[CH:39][CH:38]=[N:37]1.C([O-])(O)=O.[Na+]. Given the product [C:1]([O:5][C:6]([N:8]1[CH2:13][C@H:12]([CH2:14][N:36]2[CH:40]=[CH:39][CH:38]=[N:37]2)[N:11]([CH2:16][C:17]2[CH:22]=[CH:21][CH:20]=[CH:19][CH:18]=2)[CH2:10][C@H:9]1[CH3:23])=[O:7])([CH3:4])([CH3:3])[CH3:2], predict the reactants needed to synthesize it. (6) Given the product [CH2:1]([O:3][C:4]([C:6]1[C:7]([O:25][C:26](=[O:28])[CH3:27])=[C:8]2[C:16]([Cl:36])=[CH:15][N:14]([CH2:17][C:18]3[CH:23]=[CH:22][CH:21]=[C:20]([F:24])[CH:19]=3)[C:9]2=[C:10]([C:12]#[N:13])[N:11]=1)=[O:5])[CH3:2], predict the reactants needed to synthesize it. The reactants are: [CH2:1]([O:3][C:4]([C:6]1[C:7]([O:25][C:26](=[O:28])[CH3:27])=[C:8]2[CH:16]=[CH:15][N:14]([CH2:17][C:18]3[CH:23]=[CH:22][CH:21]=[C:20]([F:24])[CH:19]=3)[C:9]2=[C:10]([C:12]#[N:13])[N:11]=1)=[O:5])[CH3:2].C1C(=O)N([Cl:36])C(=O)C1. (7) Given the product [Si:23]([O:9][CH2:8][CH2:7][CH2:6][C:4]1[N:3]=[CH:2][S:1][CH:5]=1)([C:20]([CH3:22])([CH3:21])[CH3:19])([CH3:25])[CH3:24], predict the reactants needed to synthesize it. The reactants are: [S:1]1[CH:5]=[C:4]([CH2:6][CH2:7][CH2:8][OH:9])[N:3]=[CH:2]1.CCN(C(C)C)C(C)C.[CH3:19][C:20]([Si:23](Cl)([CH3:25])[CH3:24])([CH3:22])[CH3:21]. (8) The reactants are: [Cl:1][C:2]1[CH:21]=[C:20]2[C:5]([CH2:6][CH2:7][C:8]32[CH2:12][CH2:11][N:10](C(OC(C)(C)C)=O)[CH2:9]3)=[CH:4][CH:3]=1. Given the product [ClH:1].[Cl:1][C:2]1[CH:21]=[C:20]2[C:5]([CH2:6][CH2:7][C:8]32[CH2:12][CH2:11][NH:10][CH2:9]3)=[CH:4][CH:3]=1, predict the reactants needed to synthesize it. (9) Given the product [Cl:13][C:14]1[CH:38]=[CH:37][C:36]([Cl:39])=[CH:35][C:15]=1[C:16]([C:18]1[CH:34]=[CH:33][C:21]([O:22][C:23]2[CH:28]=[CH:27][C:26]([S:29]([Cl:3])(=[O:31])=[O:30])=[CH:25][CH:24]=2)=[CH:20][CH:19]=1)=[O:17], predict the reactants needed to synthesize it. The reactants are: P(Cl)(Cl)([Cl:3])=O.CN(C)C(=O)C.O.[Cl:13][C:14]1[CH:38]=[CH:37][C:36]([Cl:39])=[CH:35][C:15]=1[C:16]([C:18]1[CH:34]=[CH:33][C:21]([O:22][C:23]2[CH:28]=[CH:27][C:26]([S:29](O)(=[O:31])=[O:30])=[CH:25][CH:24]=2)=[CH:20][CH:19]=1)=[O:17].